From a dataset of Catalyst prediction with 721,799 reactions and 888 catalyst types from USPTO. Predict which catalyst facilitates the given reaction. (1) Reactant: C[Si]([N-][Si](C)(C)C)(C)C.[Na+].[C:11]([O:14][CH3:15])(=[O:13])[CH3:12].[CH:16]([S:19][C:20]1[CH:36]=[CH:35][C:34]([N+:37]([O-:39])=[O:38])=[CH:33][C:21]=1/[CH:22]=[N:23]/[S@:24]([C:26]1[CH:31]=[CH:30][C:29]([CH3:32])=[CH:28][CH:27]=1)=[O:25])([CH3:18])[CH3:17]. Product: [CH:16]([S:19][C:20]1[CH:36]=[CH:35][C:34]([N+:37]([O-:39])=[O:38])=[CH:33][C:21]=1[C@H:22]([NH:23][S@:24]([C:26]1[CH:27]=[CH:28][C:29]([CH3:32])=[CH:30][CH:31]=1)=[O:25])[CH2:12][C:11]([O:14][CH3:15])=[O:13])([CH3:18])[CH3:17]. The catalyst class is: 332. (2) The catalyst class is: 6. Reactant: [F:1][C:2]1[CH:9]=[CH:8][C:5]([CH:6]=O)=[CH:4][CH:3]=1.Cl.[NH2:11][OH:12].[OH-].[Na+]. Product: [F:1][C:2]1[CH:9]=[CH:8][C:5](/[CH:6]=[N:11]\[OH:12])=[CH:4][CH:3]=1. (3) Reactant: [NH2:1][C:2]1[S:3][CH:4]=[C:5]2[C:10]=1[C:9](=[O:11])[N:8]([C:12]1[CH:17]=[CH:16][C:15]([O:18][CH3:19])=[CH:14][CH:13]=1)[N:7]=[C:6]2[C:20]([OH:22])=O.F[P-](F)(F)(F)(F)F.N1(O[P+](N(C)C)(N(C)C)N(C)C)C2C=CC=CC=2N=N1.[Cl-].[F:51][C@H:52]1[CH2:56][CH2:55][NH2+:54][CH2:53]1.CCN(C(C)C)C(C)C. Product: [NH2:1][C:2]1[S:3][CH:4]=[C:5]2[C:6]([C:20]([N:54]3[CH2:55][CH2:56][C@H:52]([F:51])[CH2:53]3)=[O:22])=[N:7][N:8]([C:12]3[CH:13]=[CH:14][C:15]([O:18][CH3:19])=[CH:16][CH:17]=3)[C:9](=[O:11])[C:10]=12. The catalyst class is: 16. (4) Reactant: [I:1][C:2]1[C:3]([S:11][C:12]2[NH:13][C:14]3[CH:19]=[CH:18][N:17]=[C:16]([NH2:20])[C:15]=3[N:21]=2)=[CH:4][C:5]2[O:9][CH2:8][O:7][C:6]=2[CH:10]=1.Br[CH2:23][CH2:24][CH2:25][CH2:26][N:27]1[C:35](=[O:36])[C:34]2[C:29](=[CH:30][CH:31]=[CH:32][CH:33]=2)[C:28]1=[O:37].C([O-])([O-])=O.[Cs+].[Cs+]. Product: [NH2:20][C:16]1[C:15]2[N:21]=[C:12]([S:11][C:3]3[C:2]([I:1])=[CH:10][C:6]4[O:7][CH2:8][O:9][C:5]=4[CH:4]=3)[N:13]([CH2:23][CH2:24][CH2:25][CH2:26][N:27]3[C:35](=[O:36])[C:34]4[C:29](=[CH:30][CH:31]=[CH:32][CH:33]=4)[C:28]3=[O:37])[C:14]=2[CH:19]=[CH:18][N:17]=1. The catalyst class is: 3. (5) Reactant: [CH3:1][C:2]1[N:29]=[C:5]2[NH:6][C:7](=[O:28])[C:8]([CH2:13][C:14]3[CH:19]=[CH:18][C:17]([C:20]4[C:21]([C:26]#[N:27])=[CH:22][CH:23]=[CH:24][CH:25]=4)=[CH:16][CH:15]=3)=[C:9]([CH2:10][CH2:11][CH3:12])[N:4]2[N:3]=1.I[CH:31]([CH2:33][CH3:34])[CH3:32].C(=O)([O-])[O-].[K+].[K+].CN(C)C(=O)C. Product: [CH3:1][C:2]1[N:29]=[C:5]2[N:6]([CH:31]([CH3:32])[CH2:33][CH3:34])[C:7](=[O:28])[C:8]([CH2:13][C:14]3[CH:19]=[CH:18][C:17]([C:20]4[C:21]([C:26]#[N:27])=[CH:22][CH:23]=[CH:24][CH:25]=4)=[CH:16][CH:15]=3)=[C:9]([CH2:10][CH2:11][CH3:12])[N:4]2[N:3]=1. The catalyst class is: 13.